Task: Predict the reaction yield, written as a fraction of the theoretical maximum amount of product (1.0 means a 100% yield; for example, 0.34 means a 34% yield).. Dataset: Reaction yield outcomes from USPTO patents with 853,638 reactions (1) The reactants are [F:1][C:2]1[CH:3]=[C:4]([CH2:9][C:10]([OH:12])=[O:11])[CH:5]=[CH:6][C:7]=1[F:8].C[Si]([N-][Si](C)(C)C)(C)C.[Na+].[Cl:23][CH2:24][CH2:25][CH2:26][CH2:27]I. No catalyst specified. The product is [Cl:23][CH2:24][CH2:25][CH2:26][CH2:27][CH:9]([C:4]1[CH:5]=[CH:6][C:7]([F:8])=[C:2]([F:1])[CH:3]=1)[C:10]([OH:12])=[O:11]. The yield is 0.880. (2) The reactants are [NH2:1][CH2:2][C:3]1[CH:4]=[C:5]([S:9]([N:12]([CH2:14][C:15]2[CH:20]=[CH:19][CH:18]=[CH:17][CH:16]=2)[CH3:13])(=[O:11])=[O:10])[CH:6]=[CH:7][CH:8]=1.C(=O)([O-])[O-].[K+].[K+].Br[CH2:28][CH2:29][O:30][CH2:31][CH2:32]Br. The catalyst is O1CCCC1. The product is [CH2:14]([N:12]([CH3:13])[S:9]([C:5]1[CH:6]=[CH:7][CH:8]=[C:3]([CH2:2][N:1]2[CH2:32][CH2:31][O:30][CH2:29][CH2:28]2)[CH:4]=1)(=[O:11])=[O:10])[C:15]1[CH:16]=[CH:17][CH:18]=[CH:19][CH:20]=1. The yield is 0.200. (3) The reactants are [CH3:1][N:2]([CH3:16])[CH2:3][C@H:4]([CH3:15])[C:5]([C:7]1[CH:12]=[CH:11][CH:10]=[C:9]([O:13][CH3:14])[CH:8]=1)=[O:6].C[Mg]Cl.[CH2:20]1COC[CH2:21]1.[Cl-].[NH4+]. The catalyst is C(OCC)C. The product is [CH3:16][N:2]([CH3:1])[CH2:3][C@H:4]([CH3:15])[C:5]([C:7]1[CH:12]=[CH:11][CH:10]=[C:9]([O:13][CH3:14])[CH:8]=1)([OH:6])[CH2:20][CH3:21]. The yield is 0.710. (4) The reactants are Br[C:2]1[N:3]([CH3:8])[CH:4]=[C:5]([Br:7])[N:6]=1.[NH:9]1[CH2:14][CH2:13][NH:12][CH2:11][CH2:10]1. The catalyst is ClCCl. The product is [Br:7][C:5]1[N:6]=[C:2]([N:9]2[CH2:14][CH2:13][NH:12][CH2:11][CH2:10]2)[N:3]([CH3:8])[CH:4]=1. The yield is 0.610.